From a dataset of Catalyst prediction with 721,799 reactions and 888 catalyst types from USPTO. Predict which catalyst facilitates the given reaction. (1) Reactant: Cl.[NH2:2][CH2:3][CH2:4][CH2:5][CH2:6][CH2:7][CH2:8][O:9][C:10]1[CH:11]=[N:12][CH:13]=[CH:14][CH:15]=1.[OH-].[Na+].C(Cl)(Cl)Cl. Product: [NH2:2][CH2:3][CH2:4][CH2:5][CH2:6][CH2:7][CH2:8][O:9][C:10]1[CH:11]=[N:12][CH:13]=[CH:14][CH:15]=1. The catalyst class is: 6. (2) Reactant: [Br:1][CH:2](Br)[C:3]([C:5]1[CH:14]=[CH:13][C:12]2[C:7](=[CH:8][CH:9]=[C:10]([Br:15])[CH:11]=2)[CH:6]=1)=[O:4].C(N(CC)CC)C.P([O-])(OCC)OCC. Product: [Br:1][CH2:2][C:3]([C:5]1[CH:14]=[CH:13][C:12]2[C:7](=[CH:8][CH:9]=[C:10]([Br:15])[CH:11]=2)[CH:6]=1)=[O:4]. The catalyst class is: 7. (3) Reactant: Cl.O.[OH:3][C:4]12[C:15]3[C:10](=[C:11]([N+:16]([O-])=O)[CH:12]=[CH:13][CH:14]=3)[C:9](=[O:19])[C:8]1([NH:20][C:21]([C:23]1[NH:24][CH:25]=[CH:26][CH:27]=1)=[O:22])[C:7]1[CH:28]=[CH:29][C:30]([CH:32]([CH3:34])[CH3:33])=[CH:31][C:6]=1[O:5]2. Product: [NH2:16][C:11]1[CH:12]=[CH:13][CH:14]=[C:15]2[C:10]=1[C:9](=[O:19])[C:8]1([NH:20][C:21]([C:23]3[NH:24][CH:25]=[CH:26][CH:27]=3)=[O:22])[C:7]3[CH:28]=[CH:29][C:30]([CH:32]([CH3:34])[CH3:33])=[CH:31][C:6]=3[O:5][C:4]12[OH:3]. The catalyst class is: 186. (4) Reactant: [OH-].[Na+].[Cl:3][C:4]1[CH:5]=[C:6]([C:12]2[N:13]=[C:14]([CH2:33][CH3:34])[C:15]3[CH2:20][CH2:19][N:18]([C:21]4[CH:26]=[CH:25][C:24]([CH2:27][C:28]([O:30]CC)=[O:29])=[CH:23][CH:22]=4)[C:16]=3[N:17]=2)[CH:7]=[CH:8][C:9]=1[O:10][CH3:11].Cl. Product: [Cl:3][C:4]1[CH:5]=[C:6]([C:12]2[N:13]=[C:14]([CH2:33][CH3:34])[C:15]3[CH2:20][CH2:19][N:18]([C:21]4[CH:26]=[CH:25][C:24]([CH2:27][C:28]([OH:30])=[O:29])=[CH:23][CH:22]=4)[C:16]=3[N:17]=2)[CH:7]=[CH:8][C:9]=1[O:10][CH3:11]. The catalyst class is: 71.